From a dataset of Catalyst prediction with 721,799 reactions and 888 catalyst types from USPTO. Predict which catalyst facilitates the given reaction. (1) Reactant: [C:1]([CH:3]([C:8]1[CH:9]=[N:10][C:11]([C:14]([F:17])([F:16])[F:15])=[N:12][CH:13]=1)C(OC)=O)#[N:2].[Li+].[Cl-]. Product: [F:17][C:14]([F:15])([F:16])[C:11]1[N:10]=[CH:9][C:8]([CH2:3][C:1]#[N:2])=[CH:13][N:12]=1. The catalyst class is: 58. (2) Reactant: Br[CH2:2][C:3]([C:5]1[C:10]([CH3:11])=[CH:9][C:8]([NH:12][C:13](=[O:15])[CH3:14])=[CH:7][C:6]=1[CH3:16])=O.[NH2:17][C:18]([NH2:20])=[S:19]. Product: [NH2:20][C:18]1[S:19][CH:2]=[C:3]([C:5]2[C:10]([CH3:11])=[CH:9][C:8]([NH:12][C:13](=[O:15])[CH3:14])=[CH:7][C:6]=2[CH3:16])[N:17]=1. The catalyst class is: 14.